This data is from Human liver microsome stability data. The task is: Regression/Classification. Given a drug SMILES string, predict its absorption, distribution, metabolism, or excretion properties. Task type varies by dataset: regression for continuous measurements (e.g., permeability, clearance, half-life) or binary classification for categorical outcomes (e.g., BBB penetration, CYP inhibition). Dataset: hlm. (1) The molecule is O=C(Nc1ccc(C(F)(F)F)nc1)NC1CCN(c2ncnc3c2nc(-c2ccccc2Cl)n3-c2ccc(Cl)cc2)CC1. The result is 0 (unstable in human liver microsomes). (2) The drug is CC(C)OC(=O)C1=CN(C(=O)c2ccc(OCCN3CCCCC3)cc2)CC(C)(C)c2c1[nH]c1ccccc21. The result is 1 (stable in human liver microsomes). (3) The compound is Cc1cccc(Nc2sc(-c3cccc(F)c3)cc2C(N)=O)n1. The result is 0 (unstable in human liver microsomes). (4) The molecule is CC(c1ccc(OC(F)(F)F)cc1)N1CCC(n2c(O)nc3ccccc32)CC1. The result is 0 (unstable in human liver microsomes).